Dataset: Catalyst prediction with 721,799 reactions and 888 catalyst types from USPTO. Task: Predict which catalyst facilitates the given reaction. (1) Reactant: [CH2:1]([O:8][C:9]([N:11]1[CH2:16][CH2:15][CH:14]([CH:17]([C:23]([O:25]C(C)(C)C)=[O:24])[CH2:18][S:19][C:20](=[O:22])[CH3:21])[CH2:13][CH2:12]1)=[O:10])[C:2]1[CH:7]=[CH:6][CH:5]=[CH:4][CH:3]=1. Product: [CH2:1]([O:8][C:9]([N:11]1[CH2:16][CH2:15][CH:14]([CH:17]([C:23]([OH:25])=[O:24])[CH2:18][S:19][C:20](=[O:22])[CH3:21])[CH2:13][CH2:12]1)=[O:10])[C:2]1[CH:3]=[CH:4][CH:5]=[CH:6][CH:7]=1. The catalyst class is: 46. (2) The catalyst class is: 6. Reactant: [NH2:1][C:2]1[C:14]2[C:5](=[C:6]3[C:11](=[C:12]([C:15]4[CH:16]=[N:17][CH:18]=[CH:19][CH:20]=4)[CH:13]=2)[CH:10]=[N:9][CH:8]=[CH:7]3)[N:4]([C:21]2[CH:26]=[CH:25][C:24]([F:27])=[CH:23][CH:22]=2)[N:3]=1.[CH:28]([S:30]([CH:33]=[CH2:34])(=[O:32])=[O:31])=[CH2:29].OP(O)(O)=O.N. Product: [O:31]=[S:30]1(=[O:32])[CH2:33][CH2:34][N:1]([C:2]2[C:14]3[C:5](=[C:6]4[C:11](=[C:12]([C:15]5[CH:16]=[N:17][CH:18]=[CH:19][CH:20]=5)[CH:13]=3)[CH:10]=[N:9][CH:8]=[CH:7]4)[N:4]([C:21]3[CH:26]=[CH:25][C:24]([F:27])=[CH:23][CH:22]=3)[N:3]=2)[CH2:29][CH2:28]1. (3) Reactant: F[P-](F)(F)(F)(F)F.N1(O[P+](N(C)C)(N(C)C)N(C)C)C2C=CC=CC=2N=N1.[Cl-].FC(F)(F)C(O)=O.[NH2:36][C:37]1[CH:38]=[C:39]2[C:43](=[CH:44][CH:45]=1)[NH:42][C:41]([C:46]([NH:48][CH2:49][C:50]1[CH:55]=[CH:54][C:53]([Cl:56])=[C:52]([O:57][C:58]3[CH:63]=[C:62]([C:64]#[N:65])[CH:61]=[C:60]([Cl:66])[CH:59]=3)[C:51]=1[F:67])=[O:47])=[CH:40]2.[CH3:68][C:69]([O:72][CH2:73][CH2:74][C:75](O)=[O:76])([CH3:71])[CH3:70].C(N(C(C)C)CC)(C)C. Product: [Cl:56][C:53]1[CH:54]=[CH:55][C:50]([CH2:49][NH:48][C:46]([C:41]2[NH:42][C:43]3[C:39]([CH:40]=2)=[CH:38][C:37]([NH:36][C:75](=[O:76])[CH2:74][CH2:73][O:72][C:69]([CH3:71])([CH3:70])[CH3:68])=[CH:45][CH:44]=3)=[O:47])=[C:51]([F:67])[C:52]=1[O:57][C:58]1[CH:63]=[C:62]([C:64]#[N:65])[CH:61]=[C:60]([Cl:66])[CH:59]=1. The catalyst class is: 3. (4) Reactant: [Cl:1][C:2]1[CH:3]=[C:4]([NH2:9])[CH:5]=[N:6][C:7]=1[Cl:8].C(N(CC)CC)C.[C:17](Cl)(=[O:19])[CH3:18]. Product: [Cl:1][C:2]1[CH:3]=[C:4]([NH:9][C:17](=[O:19])[CH3:18])[CH:5]=[N:6][C:7]=1[Cl:8]. The catalyst class is: 2. (5) Reactant: [F:1][C:2]([F:17])([F:16])[C:3]1[N:8]=[C:7]([C:9]2([OH:15])[CH2:14][CH2:13][NH:12][CH2:11][CH2:10]2)[CH:6]=[CH:5][CH:4]=1.C1([O:24][C:25](=O)[NH:26][C:27]2[S:28][C:29]3[N:30]=[CH:31][N:32]=[C:33]([O:36][CH3:37])[C:34]=3[N:35]=2)C=CC=CC=1.C(=O)(O)[O-].[Na+]. Product: [CH3:37][O:36][C:33]1[C:34]2[N:35]=[C:27]([NH:26][C:25]([N:12]3[CH2:11][CH2:10][C:9]([OH:15])([C:7]4[CH:6]=[CH:5][CH:4]=[C:3]([C:2]([F:1])([F:16])[F:17])[N:8]=4)[CH2:14][CH2:13]3)=[O:24])[S:28][C:29]=2[N:30]=[CH:31][N:32]=1. The catalyst class is: 10. (6) Reactant: [H-].[H-].[H-].[H-].[Li+].[Al+3].[CH3:7][N:8]([CH3:30])[C:9]1([C:24]2[S:25][C:26]([CH3:29])=[CH:27][CH:28]=2)[CH2:23][CH2:22][C:12]2([CH2:16][N:15]([C:17](=O)[CH2:18][O:19][CH3:20])[CH2:14][CH2:13]2)[CH2:11][CH2:10]1. Product: [CH3:20][O:19][CH2:18][CH2:17][N:15]1[CH2:16][C:12]2([CH2:11][CH2:10][C:9]([N:8]([CH3:30])[CH3:7])([C:24]3[S:25][C:26]([CH3:29])=[CH:27][CH:28]=3)[CH2:23][CH2:22]2)[CH2:13][CH2:14]1. The catalyst class is: 90. (7) Reactant: C(OC([N:8]1[CH2:13][CH2:12][CH:11]([NH:14][C:15]2[N:20]=[C:19]([NH2:21])[C:18]([C:22](=[O:31])[C:23]3[CH:28]=[CH:27][CH:26]=[CH:25][C:24]=3[O:29][CH3:30])=[CH:17][N:16]=2)[CH2:10][CH2:9]1)=O)(C)(C)C.FC(F)(F)C(O)=O. Product: [NH2:21][C:19]1[C:18]([C:22]([C:23]2[CH:28]=[CH:27][CH:26]=[CH:25][C:24]=2[O:29][CH3:30])=[O:31])=[CH:17][N:16]=[C:15]([NH:14][CH:11]2[CH2:12][CH2:13][NH:8][CH2:9][CH2:10]2)[N:20]=1. The catalyst class is: 4.